This data is from TCR-epitope binding with 47,182 pairs between 192 epitopes and 23,139 TCRs. The task is: Binary Classification. Given a T-cell receptor sequence (or CDR3 region) and an epitope sequence, predict whether binding occurs between them. (1) The epitope is GILGFVFTL. The TCR CDR3 sequence is CASSKGERESELGQETQYF. Result: 1 (the TCR binds to the epitope). (2) The epitope is TAFTIPSI. The TCR CDR3 sequence is CASSLGGSGILAYEQYF. Result: 0 (the TCR does not bind to the epitope).